This data is from Catalyst prediction with 721,799 reactions and 888 catalyst types from USPTO. The task is: Predict which catalyst facilitates the given reaction. (1) Reactant: [F:1][CH:2]([F:23])[O:3][C:4]1[C:5]([OH:22])=[C:6]([C:12]2[CH:13]=[C:14]3[C:18](=[CH:19][CH:20]=2)[C:17](=[O:21])[O:16][CH2:15]3)[CH:7]=[CH:8][C:9]=1[O:10][CH3:11].C(=O)([O-])[O-].[K+].[K+].Br[CH2:31][C:32]1[CH:37]=[CH:36][C:35]([S:38]([NH2:41])(=[O:40])=[O:39])=[CH:34][CH:33]=1. Product: [F:23][CH:2]([F:1])[O:3][C:4]1[C:9]([O:10][CH3:11])=[CH:8][CH:7]=[C:6]([C:12]2[CH:13]=[C:14]3[C:18](=[CH:19][CH:20]=2)[C:17](=[O:21])[O:16][CH2:15]3)[C:5]=1[O:22][CH2:31][C:32]1[CH:33]=[CH:34][C:35]([S:38]([NH2:41])(=[O:40])=[O:39])=[CH:36][CH:37]=1. The catalyst class is: 10. (2) Reactant: N(OC(C)(C)C)=O.[CH2:8]([O:10][C:11]([C:13]1[NH:14][C:15]2[C:20]([CH:21]=1)=[C:19]([O:22][C:23]1[CH:28]=[C:27]([CH3:29])[CH:26]=[CH:25][C:24]=1N)[CH:18]=[CH:17][CH:16]=2)=[O:12])[CH3:9]. Product: [CH2:8]([O:10][C:11]([C:13]1[NH:14][C:15]2[C:20]([CH:21]=1)=[C:19]([O:22][C:23]1[CH:28]=[C:27]([CH3:29])[CH:26]=[CH:25][CH:24]=1)[CH:18]=[CH:17][CH:16]=2)=[O:12])[CH3:9]. The catalyst class is: 483. (3) The catalyst class is: 7. Product: [Br:15][C:16]1[CH:17]=[CH:18][C:19]([CH:22]([O:26][C:27]2[CH:32]=[CH:31][CH:30]=[CH:29][CH:28]=2)[CH:23]([CH3:24])[CH3:25])=[CH:20][CH:21]=1. Reactant: C(OC(N=NC(OC(C)C)=O)=O)(C)C.[Br:15][C:16]1[CH:21]=[CH:20][C:19]([CH:22]([OH:26])[CH:23]([CH3:25])[CH3:24])=[CH:18][CH:17]=1.[C:27]1(O)[CH:32]=[CH:31][CH:30]=[CH:29][CH:28]=1.C1(P(C2C=CC=CC=2)C2C=CC=CC=2)C=CC=CC=1. (4) Reactant: [CH3:1]C(C)([O-])C.[K+].[CH2:7]([CH:10]1[CH2:15][CH2:14][CH:13]([CH2:16][CH2:17][C:18]2[CH:23]=[CH:22][C:21]([CH:24]3[CH2:29][CH2:28][CH:27]([CH:30]=O)[CH2:26][CH2:25]3)=[CH:20][CH:19]=2)[CH2:12][CH2:11]1)[CH2:8][CH3:9]. Product: [CH2:7]([CH:10]1[CH2:15][CH2:14][CH:13]([CH2:16][CH2:17][C:18]2[CH:23]=[CH:22][C:21]([CH:24]3[CH2:29][CH2:28][CH:27]([CH:30]=[CH2:1])[CH2:26][CH2:25]3)=[CH:20][CH:19]=2)[CH2:12][CH2:11]1)[CH2:8][CH3:9]. The catalyst class is: 307. (5) Reactant: [C:1]([NH2:10])(=[O:9])[C:2]1[C:3](=[CH:5][CH:6]=[CH:7][CH:8]=1)[NH2:4].[Cl:11][C:12]1[CH:13]=[C:14]([CH:18]=[CH:19][N:20]=1)[C:15](Cl)=[O:16]. Product: [C:1]([C:2]1[CH:8]=[CH:7][CH:6]=[CH:5][C:3]=1[NH:4][C:15](=[O:16])[C:14]1[CH:18]=[CH:19][N:20]=[C:12]([Cl:11])[CH:13]=1)(=[O:9])[NH2:10]. The catalyst class is: 1.